Predict the reaction yield, written as a fraction of the theoretical maximum amount of product (1.0 means a 100% yield; for example, 0.34 means a 34% yield). From a dataset of Reaction yield outcomes from USPTO patents with 853,638 reactions. (1) The reactants are Br[CH2:2][C:3]1[CH:8]=[CH:7][CH:6]=[CH:5][C:4]=1[N+:9]([O-:11])=[O:10].[NH2:12][CH:13]1[CH2:18][CH2:17][N:16]([C:19]([O:21][C:22]([CH3:25])([CH3:24])[CH3:23])=[O:20])[CH2:15][CH2:14]1.O. The catalyst is C(Cl)Cl. The product is [N+:9]([C:4]1[CH:5]=[CH:6][CH:7]=[CH:8][C:3]=1[CH2:2][NH:12][CH:13]1[CH2:14][CH2:15][N:16]([C:19]([O:21][C:22]([CH3:25])([CH3:24])[CH3:23])=[O:20])[CH2:17][CH2:18]1)([O-:11])=[O:10]. The yield is 0.740. (2) The reactants are [NH2:1][C@@H:2]([CH:44]([CH3:46])[CH3:45])[C:3]([N:5]1[CH2:9][CH2:8][CH2:7][C@H:6]1[C:10]1[NH:11][C:12]([C:15]2[CH:20]=[CH:19][C:18]([C:21]3[CH:26]=[CH:25][C:24]([C:27]4[NH:31][C:30]([C@@H:32]5[CH2:36][CH2:35][CH2:34][N:33]5[C:37]([O:39][C:40]([CH3:43])([CH3:42])[CH3:41])=[O:38])=[N:29][CH:28]=4)=[CH:23][CH:22]=3)=[CH:17][CH:16]=2)=[CH:13][N:14]=1)=[O:4].Br[C:48]1[N:53]=[CH:52][CH:51]=[CH:50][N:49]=1.CCN(C(C)C)C(C)C. The yield is 0.740. The product is [CH3:45][CH:44]([CH3:46])[C@H:2]([NH:1][C:48]1[N:53]=[CH:52][CH:51]=[CH:50][N:49]=1)[C:3]([N:5]1[CH2:9][CH2:8][CH2:7][C@H:6]1[C:10]1[NH:11][C:12]([C:15]2[CH:20]=[CH:19][C:18]([C:21]3[CH:22]=[CH:23][C:24]([C:27]4[NH:31][C:30]([C@@H:32]5[CH2:36][CH2:35][CH2:34][N:33]5[C:37]([O:39][C:40]([CH3:41])([CH3:43])[CH3:42])=[O:38])=[N:29][CH:28]=4)=[CH:25][CH:26]=3)=[CH:17][CH:16]=2)=[CH:13][N:14]=1)=[O:4]. The catalyst is C1(C)C=CC=CC=1.CS(C)=O.